Dataset: Experimentally validated miRNA-target interactions with 360,000+ pairs, plus equal number of negative samples. Task: Binary Classification. Given a miRNA mature sequence and a target amino acid sequence, predict their likelihood of interaction. (1) The miRNA is mmu-miR-669n with sequence AUUUGUGUGUGGAUGUGUGU. Result: 0 (no interaction). The protein sequence of the target gene is MSPGFRRAVTGQGAAAAVQLLVTLSFLSSLVKTQVTGVLDDCLCDIDSIDKFNTYKIFPKIKKLQERDYFRYYKVNLKRPCPFWAEDGHCSIKDCHVEPCPESKIPVGIKAGRSNKYSQAANSTKELDDCEQANKLGAINSTLSNESKEAFIDWARYDDSQDHFCELDDERSPAAQYVDLLLNPERYTGYKGSSAWRVWNSIYEENCFKPRSVYRPLNPLAPSRGEDDGESFYTWLEGLCLEKRVFYKLISGLHASINLHLCANYLLEETWGKPSWGPNIKEFRRRFDPVETKGEGPRRL.... (2) The miRNA is hsa-miR-1301-5p with sequence CGCUCUAGGCACCGCAGCA. The protein sequence of the target gene is MEESNPAPTSCTSKGKHSKVSDLISHFEGGSVLSSYIDLQKDSTMNLNIPQTLGQPGLTSSPPRKFLPQHSPQKQENDPDQTQGQHGCLANGVVAAQNQMECEDEKETTLSPEMAIQTAAASPDTHVLNGERNETITDSASSIANSHDENASDSSCRTPGTDLGLPSKEGEPGMDAELQERENGVNTMGLDTLDQHHEVKETNEQKLHKIATELLLTERAYVSRLDLLDQVFYCKLLEEANRGSFPAEMVNKIFSNISSINAFHSKFLLPELEKRMQEWETTPRIGDILQKLAPFLKMYG.... Result: 0 (no interaction). (3) The miRNA is mmu-miR-672-5p with sequence UGAGGUUGGUGUACUGUGUGUGA. The protein sequence of the target gene is MHTVEDMLVEKNYSKCPLKKRPVNYQFEAPQNHSNTPNEPQDLCVKKMEILEENPSEELINVSDCCEDEGVDVDHTDDEHIEEEDEDVDVDVDSDPNQTQAAALAAAAAVAAAAAASVVVPTPTYPKYPWNNFHMSPYTAEFYRTINQQGHQILPLRGDLIAPSSPSDSLGSLSPPPHHYLHGRASSVSPPMRSEIIHRPIGVRQHRFLPYPQMPGYPSLGGYTHTHHHHAPISPAYSENSYYSMRSMTPESSCSSSLPEDLSLKHKNLNLNLNTSQPGEQAAAKTGDMSPETMPNASAK.... Result: 0 (no interaction). (4) The miRNA is hsa-miR-509-5p with sequence UACUGCAGACAGUGGCAAUCA. The protein sequence of the target gene is MLGLLVALLALGLAVFALLDVWYLVRLPCAVLRARLLQPRVRDLLAEQRFPGRVLPSDLDLLLHMNNARYLREADFARVAHLTRCGVLGALRELRAHTVLAASCARHRRSLRLLEPFEVRTRLLGWDDRAFYLEARFVSLRDGFVCALLRFRQHLLGTSPERVVQHLCQRRVEPPELPADLQHWISYNEASSQLLRMESGLSDVTKDQ. Result: 1 (interaction). (5) The miRNA is hsa-miR-6853-3p with sequence UGUUCAUUGGAACCCUGCGCAG. The protein sequence of the target gene is MARTKQTARKSTGGKAPRKQLATKAARKSAPSTGGVKKPHRYRPGTVALREIRRYQKSTELLIRKLPFQRLVREIAQDFKTDLRFQSAAIGALQEASEAYLVGLFEDTNLCAIHAKRVTIMPKDIQLARRIRGERA. Result: 0 (no interaction).